The task is: Predict the reaction yield, written as a fraction of the theoretical maximum amount of product (1.0 means a 100% yield; for example, 0.34 means a 34% yield).. This data is from Reaction yield outcomes from USPTO patents with 853,638 reactions. (1) The reactants are C1(C(=[N:14][C@@H]2CC[C@H](C(OCC3C=CC=CC=3)=O)C2)C2C=CC=CC=2)C=CC=CC=1.[C:30](Cl)(=[O:34])[C:31](Cl)=O.Cl.[F:37][C:38]([F:50])([F:49])[C:39]1[N:48]=[CH:47][C:42]2[CH2:43][NH:44][NH:45]C[C:41]=2[CH:40]=1.C(N(CC)CC)C. The catalyst is C(Cl)Cl.CN(C=O)C. The product is [F:37][C:38]([F:50])([F:49])[C:39]1[N:48]=[CH:47][C:42]2[CH2:43][NH:44][NH:45][CH:31]([C:30]([NH2:14])=[O:34])[C:41]=2[CH:40]=1. The yield is 0.103. (2) The reactants are [O:1]1[CH2:5][CH2:4][C:3]([C:6]2[CH:11]=[C:10]([F:12])[C:9]([C:13]3[N:18]=[C:17]([C:19]([O:21][CH3:22])=[O:20])[CH:16]=[CH:15][C:14]=3[F:23])=[C:8]([F:24])[CH:7]=2)=[CH:2]1.O1CC=C(C2C=C(F)C(C3N=C(C(OC)=O)C=CC=3F)=C(F)C=2)C1. The catalyst is CO.[Pd]. The yield is 0.840. The product is [F:24][C:8]1[CH:7]=[C:6]([CH:3]2[CH2:4][CH2:5][O:1][CH2:2]2)[CH:11]=[C:10]([F:12])[C:9]=1[C:13]1[N:18]=[C:17]([C:19]([O:21][CH3:22])=[O:20])[CH:16]=[CH:15][C:14]=1[F:23]. (3) The reactants are [C:1]([O:5][C:6](=[O:12])[NH:7][CH2:8][CH2:9][CH2:10][OH:11])([CH3:4])([CH3:3])[CH3:2].CC(OI1(OC(C)=O)(OC(C)=O)OC(=O)C2C=CC=CC1=2)=O. The yield is 0.910. The catalyst is C(Cl)Cl.CCOCC. The product is [C:1]([O:5][C:6](=[O:12])[NH:7][CH2:8][CH2:9][CH:10]=[O:11])([CH3:4])([CH3:2])[CH3:3]. (4) The reactants are C(NC(C)C)(C)C.[Li]CCCC.[Cl:13][C:14]1[CH:19]=[CH:18][C:17]([N:20]([CH2:34][C:35]2[CH:40]=[CH:39][C:38]([O:41][CH3:42])=[CH:37][CH:36]=2)[C:21]2[CH:33]=[CH:32][CH:31]=[CH:30][C:22]=2[C:23](N(CC)CC)=O)=[C:16]([CH3:43])[CH:15]=1.C1C[O:47]CC1. No catalyst specified. The product is [Cl:13][C:14]1[CH:19]=[CH:18][C:17]2[N:20]([CH2:34][C:35]3[CH:40]=[CH:39][C:38]([O:41][CH3:42])=[CH:37][CH:36]=3)[C:21]3[CH:33]=[CH:32][CH:31]=[CH:30][C:22]=3[CH2:23][C:43](=[O:47])[C:16]=2[CH:15]=1. The yield is 0.590. (5) The reactants are [Cl-].[Al+3].[Cl-].[Cl-].[C:5](Cl)(=[O:7])[CH3:6].[Cl:9][C:10]1[CH:15]=[C:14]([O:16][CH3:17])[CH:13]=[C:12]([Cl:18])[CH:11]=1.C([O-])(O)=O.[Na+]. The catalyst is C(Cl)Cl. The product is [Cl:9][C:10]1[CH:15]=[C:14]([O:16][CH3:17])[CH:13]=[C:12]([Cl:18])[C:11]=1[C:5](=[O:7])[CH3:6]. The yield is 0.400. (6) The reactants are Cl[CH2:2][C:3]1[N:8]=[CH:7][C:6]([S:9]([NH:12][C:13]2[C:22]([NH:23][C:24]3[CH:29]=[C:28]([O:30][CH3:31])[CH:27]=[C:26]([O:32][CH3:33])[CH:25]=3)=[N:21][C:20]3[C:15](=[CH:16][CH:17]=[CH:18][CH:19]=3)[N:14]=2)(=[O:11])=[O:10])=[CH:5][CH:4]=1.C(N(C(C)C)C(C)C)C.[CH3:43][N:44]1[CH2:49][CH2:48][NH:47][CH2:46][CH2:45]1. The catalyst is C(#N)C.C(Cl)Cl. The product is [CH3:33][O:32][C:26]1[CH:25]=[C:24]([NH:23][C:22]2[C:13]([NH:12][S:9]([C:6]3[CH:7]=[N:8][C:3]([CH2:2][N:47]4[CH2:48][CH2:49][N:44]([CH3:43])[CH2:45][CH2:46]4)=[CH:4][CH:5]=3)(=[O:10])=[O:11])=[N:14][C:15]3[C:20]([N:21]=2)=[CH:19][CH:18]=[CH:17][CH:16]=3)[CH:29]=[C:28]([O:30][CH3:31])[CH:27]=1. The yield is 0.0900. (7) The product is [C:19]([O:18][C:17](=[O:23])[NH:16][CH:13]1[CH2:14][CH2:15][N:10]([C:5]2[N:6]([CH3:9])[C:7](=[O:8])[C:2]([C:34]#[C:33][CH:35]3[CH2:39][CH2:38][CH2:37][CH2:36]3)=[C:3]([C:24]3[CH:29]=[CH:28][C:27]([C:30]#[N:31])=[C:26]([F:32])[CH:25]=3)[N:4]=2)[CH2:11][CH2:12]1)([CH3:22])([CH3:21])[CH3:20]. The catalyst is C(#N)C.CC#N.CC#N.Cl[Pd]Cl. The yield is 0.450. The reactants are Cl[C:2]1[C:7](=[O:8])[N:6]([CH3:9])[C:5]([N:10]2[CH2:15][CH2:14][CH:13]([NH:16][C:17](=[O:23])[O:18][C:19]([CH3:22])([CH3:21])[CH3:20])[CH2:12][CH2:11]2)=[N:4][C:3]=1[C:24]1[CH:29]=[CH:28][C:27]([C:30]#[N:31])=[C:26]([F:32])[CH:25]=1.[C:33]([CH:35]1[CH2:39][CH2:38][CH2:37][CH2:36]1)#[CH:34].CC(C1C=C(C(C)C)C(C2C=CC=CC=2P(C2CCCCC2)C2CCCCC2)=C(C(C)C)C=1)C.C([O-])([O-])=O.[K+].[K+]. (8) The reactants are [C:1]([C:3]1[C:26](=[O:27])[C@@H:25]([CH3:28])[C@@H:6]2[CH2:7][CH2:8][C:9]3[CH:10]=[N:11][C:12]([C:15]4[CH:20]=[CH:19][C:18]([C:21]([O:23]C)=[O:22])=[CH:17][CH:16]=4)=[N:13][C:14]=3[C@@:5]2([C:29]2[CH:30]=[C:31]([CH:36]=[CH:37][CH:38]=2)[C:32]([O:34]C)=[O:33])[CH:4]=1)#[N:2].O.O.[OH-].[Li+].Cl. The catalyst is O1CCCC1.C(Cl)(Cl)Cl.C(O)(C)C. The product is [C:21]([C:18]1[CH:19]=[CH:20][C:15]([C:12]2[N:11]=[CH:10][C:9]3[CH2:8][CH2:7][C@H:6]4[C@H:25]([CH3:28])[C:26](=[O:27])[C:3]([C:1]#[N:2])=[CH:4][C@:5]4([C:29]4[CH:30]=[C:31]([CH:36]=[CH:37][CH:38]=4)[C:32]([OH:34])=[O:33])[C:14]=3[N:13]=2)=[CH:16][CH:17]=1)([OH:23])=[O:22]. The yield is 0.530. (9) The yield is 0.860. The product is [C:1]([O:5][C:6](=[O:37])[NH:7][C:8]1[CH:13]=[CH:12][CH:11]=[C:10]([C:14]2[CH:19]=[CH:18][C:17]([S:20]([N:23]3[CH2:27][CH2:26][CH2:25][CH:24]3[CH2:28][OH:29])(=[O:22])=[O:21])=[CH:16][CH:15]=2)[N:9]=1)([CH3:4])([CH3:2])[CH3:3]. The reactants are [C:1]([O:5][C:6](=[O:37])[NH:7][C:8]1[CH:13]=[CH:12][CH:11]=[C:10]([C:14]2[CH:19]=[CH:18][C:17]([S:20]([N:23]3[CH2:27][CH2:26][CH2:25][CH:24]3[C:28](C)(C)[O:29][SiH2]C(C)(C)C)(=[O:22])=[O:21])=[CH:16][CH:15]=2)[N:9]=1)([CH3:4])([CH3:3])[CH3:2].CCCC[N+](CCCC)(CCCC)CCCC.[F-]. The catalyst is C(Cl)Cl. (10) The reactants are [CH3:1][N:2]1[C:10]2[C:5](=[CH:6][C:7]([C:11](O)=[O:12])=[CH:8][CH:9]=2)[C:4]([C:14]2[NH:26][C:17]3=[N:18][CH:19]=[C:20]4[CH:24]=[N:23][N:22]([CH3:25])[C:21]4=[C:16]3[CH:15]=2)=[CH:3]1.[CH3:27][S:28]([NH2:31])(=[O:30])=[O:29]. The product is [CH3:1][N:2]1[C:10]2[C:5](=[CH:6][C:7]([C:11]([NH:31][S:28]([CH3:27])(=[O:30])=[O:29])=[O:12])=[CH:8][CH:9]=2)[C:4]([C:14]2[NH:26][C:17]3=[N:18][CH:19]=[C:20]4[CH:24]=[N:23][N:22]([CH3:25])[C:21]4=[C:16]3[CH:15]=2)=[CH:3]1. The catalyst is ClCCCl.CC(O)(C)C.CN(C1C=CN=CC=1)C. The yield is 0.420.